From a dataset of Experimentally validated miRNA-target interactions with 360,000+ pairs, plus equal number of negative samples. Binary Classification. Given a miRNA mature sequence and a target amino acid sequence, predict their likelihood of interaction. (1) The miRNA is hsa-miR-4699-5p with sequence AGAAGAUUGCAGAGUAAGUUCC. The protein sequence of the target gene is MWFEILPGLSVMGVCLLIPGLATAYIHRFTNGGKEKRVAHFGYHWSLMERDRRISGVDRYYVSKGLENID. Result: 0 (no interaction). (2) The miRNA is hsa-miR-7843-3p with sequence AUGAAGCCUUCUCUGCCUUACG. The protein sequence of the target gene is MAAAAPGALGALRTGRVRLVAACCARLGPAAWARGTAPRRGYSSEVKTEDELRVRHLEEENRGIVVLGINRAYGKNALSKNLLKMLSKAVDALKSDKKVRTIIIRSEVPGIFCAGADLKERAKMHSSEVGPFVSKIRSVINDIANLPVPTIAAIDGLALGGGLELALACDIRVAASSAKMGLVETKLAIIPGGGGTQRLPRAIGMSLAKELIFSARVLDGQEAKAVGLISHVLEQNQEGDAAYRKALDLAREFLPQGPVAMRVAKLAINQGMEVDLVTGLAIEEACYAQTISTKDRLEGL.... Result: 0 (no interaction). (3) The miRNA is mmu-miR-126a-5p with sequence CAUUAUUACUUUUGGUACGCG. The protein sequence of the target gene is MSDNDDIEVESDEEQPRFQSAADKRAHHNALERKRRDHIKDSFHSLRDSVPSLQGEKASRAQILDKATEYIQYMRRKNHTHQQDIDDLKRQNALLEQQVRALEKARSSAQLQTNYPSSDNSLYTNAKGSTISAFDGGSDSSSESEPEEPQSRKKLRMEAS. Result: 0 (no interaction). (4) The miRNA is hsa-miR-589-5p with sequence UGAGAACCACGUCUGCUCUGAG. The protein sequence of the target gene is MAASIFTGAVRAASGIFRPLNVLASSTYRNCARNACLNSSLCTIHFRHIQTSVVSSAPRLVTSVGHLAYGHTTTVLNRVATLVPSVLKPPVRALTYCSTRKGKRKTVKSVVHRFLRLHSGLWLRRKAGYKKKLWKKSTARKKRLREFVFCSKTQSKLLDKMTTSFWKRRNWYAGDPYQMYHDRTNLRV. Result: 0 (no interaction). (5) The miRNA is hsa-miR-591 with sequence AGACCAUGGGUUCUCAUUGU. The protein sequence of the target gene is NAIFVPRPERKRREVMQIANTTMSSRSRNTTVLDTYNITDPEELETEYPFFESRVDNKERTVISNLRPFTLYRIDIHSCNHEAEKLGCSASNFVFARTMPAEGADDIPGPVTWEPRPENSIFLKWPEPENPNGLILMYEIKYGSQVEDQRECVSRQEYRKYGGAKLNRLNPGNYTARIQATSLSGNGSWTDPVFFYVQAKTTYENFIHLMIALPIAVLLIVGGLVIMLYVFHRKRNSSRLGNGVLYASVNPEYFSAADVYVPDEWEVAREKITMSRELGQGSFGMVYEGVAKGVVKDEPE.... Result: 0 (no interaction). (6) The miRNA is hsa-miR-6789-5p with sequence GUAGGGGCGUCCCGGGCGCGCGGG. The protein sequence of the target gene is MASQLQNRLRSALALVTGAGSGIGRAVSVRLAGEGATVAACDLDRAAAQETVRLLGGPGSKEGPPRGNHAAFQADVSEARAARCLLEQVQACFSRPPSVVVSCAGITQDEFLLHMSEDDWDKVIAVNLKGTFLVTQAAAQALVSNGCRGSIINISSIVGKVGNVGQTNYAASKAGVIGLTQTAARELGRHGIRCNSVLPGFIATPMTQKVPQKVVDKITEMIPMGHLGDPEDVADVVAFLASEDSGYITGTSVEVTGGLFM. Result: 0 (no interaction). (7) The miRNA is mmu-miR-3097-3p with sequence CUCAGACCUUUCUACCUGUCAG. The protein sequence of the target gene is MMSSSYWSETSSSSCGTQQPTEVLQCQPQHYHYYHQPSQAQQPPEKNVVYERVRTYSGPMNKVVQALDPLGSREVLSPLKPASSYQSLVWSDHSQELYSPTLKISTCAPSTLHITQNAEQELHSPTVKVTTYPQTTIRRYIVQNPEQEPLSPFLRGSQFFPGNNVIYEKTIRKVEKLNTDQECCPQIQCHHHVIQQPQIIHSPHCQQSHSSHQIQCITENDSNIGHELCHGGPSQIHEQVIIQDDGPEKLDPKYFGELLADLSRKNTDLYHCLLEHLERIGGSKQDFESTDTSEDIESLI.... Result: 0 (no interaction). (8) The miRNA is mmu-miR-3076-3p with sequence CGCACUCUGGUCUUCCCUUGCAG. The protein sequence of the target gene is MPNFCAAPNCTRKSTQSDLAFFRFPRDPARCQKWVENCRRADLEDKTPDQLNKHYRLCAKHFETSMICRTSPYRTVLRDNAIPTIFDLTSHLNNPHSRHRKRIKELSEDEIRTLKQKKIDETSEQEQKHKETNNSNAQNPSEEEGEGQDEDILPLTLEEKENKEYLKSLFEILILMGKQNIPLDGHEADEIPEGLFTPDNFQALLECRINSGEEVLRKRFETTAVNTLFCSKTQQRQMLEICESCIREETLREVRDSHFFSIITDDVVDIAGEEHLPVLVRFVDESHNLREEFIGFLPYE.... Result: 0 (no interaction). (9) The miRNA is hsa-miR-7847-3p with sequence CGUGGAGGACGAGGAGGAGGC. The protein sequence of the target gene is MRSRKLTGAVRSSARLKARSCSAARLASAQEVAGSTSAKTACLTSSSHKATDTRTSKKFKCDKGHLVKSELQKLVPKNDSASLPKVTPETPCENEFAEGSALLPGSEAGVSVQQGAASLPLGGCRVVSDSRLAKTRDGLSVPKHSAGSGAEESNSSSTVQKQNEPGLQTEDVQKPPLQMDNSVFLDDDSNQPMPVSRFFGNVELMQDLPPASSSCPSMSRREFRKMHFRAKDDDDDDDDDAEM. Result: 1 (interaction). (10) The miRNA is hsa-miR-7849-3p with sequence GACAAUUGUUGAUCUUGGGCCU. The protein sequence of the target gene is MKPSWLQCRKVTSAGGLGGPLPGSSPARGAGAALRALVVPGPRGGLGGRGCRALSSGSGSEYKTHFAASVTDPERFWGKAAEQISWYKPWTKTLENKHSPSTRWFVEGMLNICYNAVDRHIENGKGDKIAIIYDSPVTNTKATFTYKEVLEQVSKLAGVLVKHGIKKGDTVVIYMPMIPQAMYTMLACARIGAIHSLIFGGFASKELSSRIDHVKPKVVVTASFGIEPGRRVEYVPLVEEALKIGQHKPDKILIYNRPNMEAVPLAPGRDLDWDEEMAKAQSHDCVPVLSEHPLYILYTS.... Result: 1 (interaction).